Dataset: Forward reaction prediction with 1.9M reactions from USPTO patents (1976-2016). Task: Predict the product of the given reaction. (1) Given the reactants [N+:1]([C:4]1[CH:13]=[CH:12][C:7]([C:8]([NH:10][NH2:11])=[O:9])=[CH:6][CH:5]=1)([O-:3])=[O:2].Cl[C:15](=[O:23])[CH2:16][CH2:17][CH2:18][C:19]([O:21][CH3:22])=[O:20], predict the reaction product. The product is: [N+:1]([C:4]1[CH:13]=[CH:12][C:7]([C:8]([NH:10][NH:11][C:15](=[O:23])[CH2:16][CH2:17][CH2:18][C:19]([O:21][CH3:22])=[O:20])=[O:9])=[CH:6][CH:5]=1)([O-:3])=[O:2]. (2) Given the reactants C(OC(=O)[NH:7][C@H:8]([C:11]1[CH:16]=[CH:15][CH:14]=[C:13]([Cl:17])[CH:12]=1)[CH:9]=[CH2:10])(C)(C)C.Cl, predict the reaction product. The product is: [Cl:17][C:13]1[CH:12]=[C:11]([C@@H:8]([NH2:7])[CH:9]=[CH2:10])[CH:16]=[CH:15][CH:14]=1. (3) Given the reactants [CH3:1][O:2][C@@H:3]([C@@H:28]([N:33]([CH3:41])[C:34](=[O:40])[C@H:35]([CH:37]([CH3:39])[CH3:38])[NH2:36])[C@@H:29]([CH3:32])[CH2:30][CH3:31])[CH2:4][C:5]([N:7]1[CH2:11][CH2:10][CH2:9][C@H:8]1[C@H:12]([O:26][CH3:27])[C@@H:13]([CH3:25])[C:14](=[O:24])[NH:15][CH2:16][CH2:17][C:18]1[CH:23]=[CH:22][CH:21]=[CH:20][CH:19]=1)=[O:6].[C:42]([O:46][C:47]([NH:49][C:50]1([C:54](O)=[O:55])[CH2:53][O:52][CH2:51]1)=[O:48])([CH3:45])([CH3:44])[CH3:43].C(N(C(C)C)CC)(C)C.CN(C(ON1N=NC2C=CC=NC1=2)=[N+](C)C)C.F[P-](F)(F)(F)(F)F, predict the reaction product. The product is: [C:42]([O:46][C:47]([NH:49][C:50]1([C:54]([NH:36][C@H:35]([C:34]([N:33]([C@@H:28]([C@@H:29]([CH3:32])[CH2:30][CH3:31])[C@H:3]([O:2][CH3:1])[CH2:4][C:5]([N:7]2[CH2:11][CH2:10][CH2:9][C@H:8]2[C@H:12]([O:26][CH3:27])[C@@H:13]([CH3:25])[C:14](=[O:24])[NH:15][CH2:16][CH2:17][C:18]2[CH:19]=[CH:20][CH:21]=[CH:22][CH:23]=2)=[O:6])[CH3:41])=[O:40])[CH:37]([CH3:39])[CH3:38])=[O:55])[CH2:51][O:52][CH2:53]1)=[O:48])([CH3:45])([CH3:44])[CH3:43]. (4) The product is: [N:20]1[CH:25]=[CH:24][CH:23]=[CH:22][C:21]=1[CH2:26][CH2:27][NH:28][C:29]1[N:30]=[CH:31][C:32]([NH:35][C:15]([C:10]2[C:9]([C:6]3[CH:7]=[CH:8][C:3]([C:2]([F:19])([F:18])[F:1])=[CH:4][CH:5]=3)=[CH:14][CH:13]=[CH:12][CH:11]=2)=[O:16])=[CH:33][CH:34]=1. Given the reactants [F:1][C:2]([F:19])([F:18])[C:3]1[CH:8]=[CH:7][C:6]([C:9]2[C:10]([C:15](Cl)=[O:16])=[CH:11][CH:12]=[CH:13][CH:14]=2)=[CH:5][CH:4]=1.[N:20]1[CH:25]=[CH:24][CH:23]=[CH:22][C:21]=1[CH2:26][CH2:27][NH:28][C:29]1[CH:34]=[CH:33][C:32]([NH2:35])=[CH:31][N:30]=1.C(N(CC)CC)C.CN1CCC(=C2C3C(=CC=CC=3)C=CC3C2=CC=CC=3)CC1, predict the reaction product. (5) Given the reactants [C:1]([O:8][CH2:9][CH3:10])(=[O:7])[CH2:2][CH2:3][C:4]([CH3:6])=[O:5].[CH2:11](O)[CH2:12][OH:13], predict the reaction product. The product is: [CH3:6][C:4]1([CH2:3][CH2:2][C:1]([O:8][CH2:9][CH3:10])=[O:7])[O:13][CH2:12][CH2:11][O:5]1. (6) The product is: [F:39][C:40]1[CH:48]=[C:47]2[C:43]([C:44]([C:29]3[CH:38]=[CH:37][C:32]4[NH:33][C:34](=[O:36])[O:35][C:31]=4[CH:30]=3)=[CH:45][N:46]2[C:49]([O:51][C:52]([CH3:55])([CH3:54])[CH3:53])=[O:50])=[CH:42][CH:41]=1. Given the reactants FC1C=C2C(C(C3C=C(N)C(N)=CC=3)=CN2S(C2C=CC=CC=2)(=O)=O)=CC=1.Br[C:29]1[CH:38]=[CH:37][C:32]2[NH:33][C:34](=[O:36])[O:35][C:31]=2[CH:30]=1.[F:39][C:40]1[CH:48]=[C:47]2[C:43]([C:44](B3OC(C)(C)C(C)(C)O3)=[CH:45][N:46]2[C:49]([O:51][C:52]([CH3:55])([CH3:54])[CH3:53])=[O:50])=[CH:42][CH:41]=1, predict the reaction product. (7) The product is: [NH2:39][C:37]1[CH:36]=[CH:35][C:34]([O:42][CH3:43])=[C:33]([C:8]2[C:9]([CH2:11][N:12]3[C@@H:16]([CH3:17])[C@@H:15]([C:18]4[CH:23]=[C:22]([C:24]([F:25])([F:26])[F:27])[CH:21]=[C:20]([C:28]([F:31])([F:30])[F:29])[CH:19]=4)[O:14][C:13]3=[O:32])=[N:10][C:5]([N:1]3[CH2:4][CH2:3][CH2:2]3)=[CH:6][CH:7]=2)[CH:38]=1. Given the reactants [N:1]1([C:5]2[N:10]=[C:9]([CH2:11][N:12]3[C@@H:16]([CH3:17])[C@@H:15]([C:18]4[CH:23]=[C:22]([C:24]([F:27])([F:26])[F:25])[CH:21]=[C:20]([C:28]([F:31])([F:30])[F:29])[CH:19]=4)[O:14][C:13]3=[O:32])[C:8]([C:33]3[CH:38]=[C:37]([N+:39]([O-])=O)[CH:36]=[CH:35][C:34]=3[O:42][CH3:43])=[CH:7][CH:6]=2)[CH2:4][CH2:3][CH2:2]1, predict the reaction product.